Dataset: Reaction yield outcomes from USPTO patents with 853,638 reactions. Task: Predict the reaction yield, written as a fraction of the theoretical maximum amount of product (1.0 means a 100% yield; for example, 0.34 means a 34% yield). (1) The reactants are CO[C:3](=[O:24])[C:4]1[CH:9]=[CH:8][C:7]([O:10][CH2:11][C:12]2[C:13]([C:18]3[CH:19]=[N:20][CH:21]=[CH:22][CH:23]=3)=[N:14][O:15][C:16]=2[CH3:17])=[N:6][CH:5]=1.COC(=O)C1C=CC(OCC2C(C3C=CC=C(F)C=3)=NOC=2C)=NC=1.[F:50][C:51]([F:55])([F:54])[CH2:52][NH2:53]. No catalyst specified. The product is [CH3:17][C:16]1[O:15][N:14]=[C:13]([C:18]2[CH:19]=[N:20][CH:21]=[CH:22][CH:23]=2)[C:12]=1[CH2:11][O:10][C:7]1[CH:8]=[CH:9][C:4]([C:3]([NH:53][CH2:52][C:51]([F:55])([F:54])[F:50])=[O:24])=[CH:5][N:6]=1. The yield is 0.890. (2) The reactants are [CH2:1]([O:8][C:9]1[CH:17]=[CH:16][C:12]([C:13]([OH:15])=O)=[CH:11][CH:10]=1)[C:2]1[CH:7]=[CH:6][CH:5]=[CH:4][CH:3]=1.Cl.[CH3:19][NH:20][O:21][CH3:22].Cl.CN(C)CCCN=C=NCC.ON1C2C=CC=CC=2N=N1. The yield is 0.940. The product is [CH2:1]([O:8][C:9]1[CH:10]=[CH:11][C:12]([C:13]([N:20]([O:21][CH3:22])[CH3:19])=[O:15])=[CH:16][CH:17]=1)[C:2]1[CH:3]=[CH:4][CH:5]=[CH:6][CH:7]=1. The catalyst is CN(C)C=O.O.C(N(CC)CC)C. (3) The reactants are [Br:1][C:2]1[CH:3]=[C:4]([CH:8]([N:12]2[CH:16]=[C:15]([C:17]3[C:18]4[CH:25]=[CH:24][N:23]([CH2:26][O:27][CH2:28][CH2:29][Si:30]([CH3:33])([CH3:32])[CH3:31])[C:19]=4[N:20]=[CH:21][N:22]=3)[CH:14]=[N:13]2)[CH2:9][CH:10]=O)[CH:5]=[CH:6][CH:7]=1.CN(C)C(=O)C.C1(P(C2C=CC=CC=2)C2C=CC=CC=2)C=CC=CC=1.Br[C:60](Br)([F:62])[F:61]. The catalyst is C1COCC1.[Zn]. The product is [Br:1][C:2]1[CH:3]=[C:4]([CH:8]([N:12]2[CH:16]=[C:15]([C:17]3[C:18]4[CH:25]=[CH:24][N:23]([CH2:26][O:27][CH2:28][CH2:29][Si:30]([CH3:32])([CH3:31])[CH3:33])[C:19]=4[N:20]=[CH:21][N:22]=3)[CH:14]=[N:13]2)[CH2:9][CH:10]=[C:60]([F:62])[F:61])[CH:5]=[CH:6][CH:7]=1. The yield is 0.400. (4) The reactants are Cl[C:2]1[N:7]=[N:6][CH:5]=[C:4]([C:8]([N:10]2[CH2:16][CH2:15][CH2:14][CH2:13][CH:12]([C:17]3[CH:22]=[CH:21][C:20]([O:23][CH3:24])=[CH:19][CH:18]=3)[CH2:11]2)=[O:9])[CH:3]=1.[CH3:25][NH2:26]. The catalyst is C(O)CCC.CN1C(=O)CCC1. The product is [CH3:24][O:23][C:20]1[CH:21]=[CH:22][C:17]([CH:12]2[CH2:13][CH2:14][CH2:15][CH2:16][N:10]([C:8]([C:4]3[CH:3]=[C:2]([NH:26][CH3:25])[N:7]=[N:6][CH:5]=3)=[O:9])[CH2:11]2)=[CH:18][CH:19]=1. The yield is 0.690. (5) The reactants are [N:1]1[CH:6]=[CH:5][CH:4]=[N:3][CH:2]=1.[Li+].[OH-].CN(C(ON1N=[N:24][C:19]2C=C[CH:22]=[N:23][C:18]1=2)=[N+](C)C)C.F[P-](F)(F)(F)(F)F.CC[N:35]([CH:39]([CH3:41])C)[CH:36]([CH3:38])[CH3:37].[CH2:42]([NH2:52])[C:43]1[CH:51]=[CH:50][C:49]2[O:48][CH2:47][O:46][C:45]=2[CH:44]=1.[CH2:53]1[CH2:57][O:56][CH2:55][CH2:54]1.O. No catalyst specified. The product is [O:48]1[C:49]2[CH:50]=[CH:51][C:43]([CH2:42][NH:52][C:55]([C:54]3[CH:37]=[C:36]4[C:38]([CH:41]=[CH:39][N:35]4[C:6]4[CH:5]=[CH:4][N:3]=[C:2]([N:23]5[CH:18]=[CH:19][N:24]=[CH:22]5)[N:1]=4)=[CH:57][CH:53]=3)=[O:56])=[CH:44][C:45]=2[O:46][CH2:47]1. The yield is 0.0400. (6) The reactants are C([N:8]1[CH2:13][CH2:12][NH:11][C@H:10]([CH2:14][OH:15])[CH2:9]1)C1C=CC=CC=1.[H][H].[CH3:30][C:29]([O:28][C:26](O[C:26]([O:28][C:29]([CH3:32])([CH3:31])[CH3:30])=[O:27])=[O:27])([CH3:32])[CH3:31]. The catalyst is [OH-].[OH-].[Pd+2].CO. The product is [OH:15][CH2:14][C@H:10]1[NH:11][CH2:12][CH2:13][N:8]([C:26]([O:28][C:29]([CH3:30])([CH3:31])[CH3:32])=[O:27])[CH2:9]1. The yield is 0.850. (7) The reactants are [CH:1]([C:4]1[C:8]([CH2:9][CH2:10][CH2:11][OH:12])=[CH:7][N:6]([C:13]2[CH:18]=[CH:17][C:16]([C:19]([F:22])([F:21])[F:20])=[CH:15][N:14]=2)[N:5]=1)([CH3:3])[CH3:2].O[C:24]1[C:29]([CH2:30][C:31]([O:33]C)=[O:32])=[C:28]([O:35][CH3:36])[CH:27]=[CH:26][CH:25]=1.C(P(CCCC)CCCC)CCC.N(C(N1CCCCC1)=O)=NC(N1CCCCC1)=O. The catalyst is O1CCCC1. The product is [CH:1]([C:4]1[C:8]([CH2:9][CH2:10][CH2:11][O:12][C:24]2[CH:25]=[CH:26][CH:27]=[C:28]([O:35][CH3:36])[C:29]=2[CH2:30][C:31]([OH:33])=[O:32])=[CH:7][N:6]([C:13]2[CH:18]=[CH:17][C:16]([C:19]([F:21])([F:20])[F:22])=[CH:15][N:14]=2)[N:5]=1)([CH3:3])[CH3:2]. The yield is 0.750. (8) The reactants are C1CCN2C(=NCCC2)CC1.[Br:12][C:13]1[CH:18]=[CH:17][C:16]([NH:19][C:20]2[C:21]([C:29]3[N:33](CCC#N)[N:32]=[N:31][N:30]=3)=[CH:22][N:23]([CH3:28])[C:24](=[O:27])[C:25]=2[CH3:26])=[C:15]([F:38])[CH:14]=1. The catalyst is C(Cl)Cl.C(OCC)(=O)C. The product is [Br:12][C:13]1[CH:18]=[CH:17][C:16]([NH:19][C:20]2[C:21]([C:29]3[NH:33][N:32]=[N:31][N:30]=3)=[CH:22][N:23]([CH3:28])[C:24](=[O:27])[C:25]=2[CH3:26])=[C:15]([F:38])[CH:14]=1. The yield is 0.770. (9) The reactants are [SH:1][C:2]1[CH:10]=[C:9]([CH3:11])[CH:8]=[CH:7][C:3]=1[C:4]([OH:6])=O.[C:12]([C:14]1[CH:19]=[CH:18][CH:17]=[CH:16][N:15]=1)#[N:13]. The catalyst is N1C=CC=CC=1. The product is [CH3:11][C:9]1[CH:8]=[CH:7][C:3]2[C:4](=[O:6])[N:13]=[C:12]([C:14]3[CH:19]=[CH:18][CH:17]=[CH:16][N:15]=3)[S:1][C:2]=2[CH:10]=1. The yield is 0.480.